Dataset: Forward reaction prediction with 1.9M reactions from USPTO patents (1976-2016). Task: Predict the product of the given reaction. (1) Given the reactants [O:1]1[C:5]([C:6]2[S:7][CH:8]=[C:9]([C:11](OCC)=[O:12])[N:10]=2)=[CH:4][N:3]=[CH:2]1.[BH4-].[Li+], predict the reaction product. The product is: [O:1]1[C:5]([C:6]2[S:7][CH:8]=[C:9]([CH2:11][OH:12])[N:10]=2)=[CH:4][N:3]=[CH:2]1. (2) Given the reactants Cl.[O:2]1[CH2:7][CH2:6][CH:5]([CH:8]2[NH:14][CH2:13][C:12]3[CH:15]=[CH:16][C:17]([C:19]([O:21][CH3:22])=[O:20])=[CH:18][C:11]=3[O:10][CH2:9]2)[CH2:4][CH2:3]1.CCN(CC)CC.[O:30]1[CH2:35][CH2:34][CH:33]([C:36](O)=[O:37])[CH2:32][CH2:31]1.ClC(Cl)C, predict the reaction product. The product is: [O:30]1[CH2:35][CH2:34][CH:33]([C:36]([N:14]2[CH2:13][C:12]3[CH:15]=[CH:16][C:17]([C:19]([O:21][CH3:22])=[O:20])=[CH:18][C:11]=3[O:10][CH2:9][CH:8]2[CH:5]2[CH2:6][CH2:7][O:2][CH2:3][CH2:4]2)=[O:37])[CH2:32][CH2:31]1. (3) Given the reactants [F:1][C:2]1[C:10]([O:11][C:12]2[C:21]3[C:16](=[CH:17][CH:18]=[CH:19][CH:20]=3)[C:15]([CH2:22][C:23]3[CH:24]=[N:25][C:26]([O:29]C)=[CH:27][CH:28]=3)=[N:14][N:13]=2)=[CH:9][CH:8]=[C:7]2[C:3]=1[CH:4]=[C:5]([CH3:31])[NH:6]2, predict the reaction product. The product is: [F:1][C:2]1[C:10]([O:11][C:12]2[C:21]3[C:16](=[CH:17][CH:18]=[CH:19][CH:20]=3)[C:15]([CH2:22][C:23]3[CH:24]=[N:25][C:26]([OH:29])=[CH:27][CH:28]=3)=[N:14][N:13]=2)=[CH:9][CH:8]=[C:7]2[C:3]=1[CH:4]=[C:5]([CH3:31])[NH:6]2. (4) Given the reactants C([O:3][C:4]([C:6]1[S:10][N:9]=[C:8]([C:11]2[CH:16]=[CH:15][C:14]([Cl:17])=[CH:13][CH:12]=2)[N:7]=1)=O)C.[BH4-].[Na+], predict the reaction product. The product is: [Cl:17][C:14]1[CH:13]=[CH:12][C:11]([C:8]2[N:7]=[C:6]([CH2:4][OH:3])[S:10][N:9]=2)=[CH:16][CH:15]=1. (5) The product is: [C:24]([C:21]1[CH:22]=[C:23]2[C:18](=[CH:19][C:20]=1[O:26][CH2:27][CH2:28][N:29]1[CH:33]=[CH:32][N:31]=[N:30]1)[N:17]=[CH:16][CH:15]=[C:14]2[O:11][C:10]1[C:2]([F:1])=[C:3]2[C:7](=[CH:8][CH:9]=1)[NH:6][C:5]([CH3:12])=[CH:4]2)#[N:25]. Given the reactants [F:1][C:2]1[C:10]([OH:11])=[CH:9][CH:8]=[C:7]2[C:3]=1[CH:4]=[C:5]([CH3:12])[NH:6]2.Cl[C:14]1[C:23]2[C:18](=[CH:19][C:20]([O:26][CH2:27][CH2:28][N:29]3[CH:33]=[CH:32][N:31]=[N:30]3)=[C:21]([C:24]#[N:25])[CH:22]=2)[N:17]=[CH:16][CH:15]=1, predict the reaction product. (6) Given the reactants [CH3:1][O:2][C:3]1[CH:8]=[CH:7][C:6]([CH2:9][O:10][C:11]2[CH:16]=[CH:15][C:14]([CH2:17][C:18]#[N:19])=[CH:13][CH:12]=2)=[CH:5][CH:4]=1.Br[CH2:21][C:22]([O:24]CC)=[O:23].C([O-])([O-])=O.[K+].[K+], predict the reaction product. The product is: [CH3:1][O:2][C:3]1[CH:4]=[CH:5][C:6]([CH2:9][O:10][C:11]2[CH:12]=[CH:13][C:14]([CH:17]([C:18]#[N:19])[CH2:21][C:22]([OH:24])=[O:23])=[CH:15][CH:16]=2)=[CH:7][CH:8]=1. (7) Given the reactants [Cl:1]C1C=CC(C(C2C=CC(C)=CC=2)=O)=CC=1.[Br:17][CH2:18][C:19]1[CH:24]=[CH:23][C:22]([C:25]([C:27]2[CH:32]=[CH:31][CH:30]=[C:29]([Cl:33])[CH:28]=2)=[O:26])=[CH:21][CH:20]=1, predict the reaction product. The product is: [Br:17][CH2:18][C:19]1[CH:24]=[CH:23][C:22]([C:25]([C:27]2[CH:32]=[CH:31][CH:30]=[C:29]([Cl:33])[CH:28]=2)=[O:26])=[CH:21][C:20]=1[Cl:1].